Dataset: Catalyst prediction with 721,799 reactions and 888 catalyst types from USPTO. Task: Predict which catalyst facilitates the given reaction. (1) Reactant: [OH:1]/[N:2]=[C:3](/[C:32]1[CH:37]=[CH:36][C:35](=[O:38])[N:34]([CH3:39])[CH:33]=1)\[CH2:4][C@H:5]([C:13]1[CH:18]=[CH:17][C:16]([CH:19]2[CH2:24][CH2:23][N:22](C(OC(C)(C)C)=O)[CH2:21][CH2:20]2)=[CH:15][CH:14]=1)[C:6]1[CH:11]=[CH:10][CH:9]=[CH:8][C:7]=1[CH3:12].Cl.O1CCOCC1.C(=O)([O-])O.[Na+]. Product: [OH:1]/[N:2]=[C:3](/[C:32]1[CH:37]=[CH:36][C:35](=[O:38])[N:34]([CH3:39])[CH:33]=1)\[CH2:4][C@H:5]([C:13]1[CH:18]=[CH:17][C:16]([CH:19]2[CH2:20][CH2:21][NH:22][CH2:23][CH2:24]2)=[CH:15][CH:14]=1)[C:6]1[CH:11]=[CH:10][CH:9]=[CH:8][C:7]=1[CH3:12]. The catalyst class is: 8. (2) Reactant: [NH:1]1[C:5]2=[N:6][CH:7]=[CH:8][CH:9]=[C:4]2[C:3](/[CH:10]=[C:11]2\[O:12][C:13]3[C:20]([CH2:21][CH:22]4[CH2:27][CH2:26][N:25](C(OC(C)(C)C)=O)[CH2:24][CH2:23]4)=[C:19]([O:35][CH3:36])[CH:18]=[CH:17][C:14]=3[C:15]\2=[O:16])=[N:2]1.Cl. Product: [NH:1]1[C:5]2=[N:6][CH:7]=[CH:8][CH:9]=[C:4]2[C:3](/[CH:10]=[C:11]2\[O:12][C:13]3[C:20]([CH2:21][CH:22]4[CH2:23][CH2:24][NH:25][CH2:26][CH2:27]4)=[C:19]([O:35][CH3:36])[CH:18]=[CH:17][C:14]=3[C:15]\2=[O:16])=[N:2]1. The catalyst class is: 135. (3) Reactant: [C:1]([O:4][C:5]1[CH:10]=[CH:9][C:8]([CH2:11][OH:12])=[CH:7][CH:6]=1)(=[O:3])[CH3:2].[CH2:13]([CH2:15][NH2:16])[OH:14].C(N(CC)CC)C.[C:24](OCC)(=[O:26])C. Product: [OH:14][CH2:13][CH2:15][NH:16][C:24](=[O:26])[O:12][CH2:11][C:8]1[CH:9]=[CH:10][C:5]([O:4][C:1](=[O:3])[CH3:2])=[CH:6][CH:7]=1. The catalyst class is: 2. (4) The catalyst class is: 6. Product: [Cl:19][C:12]1[C:11]([NH:10][C:8]([C:7]2[C:2]([NH:22][CH2:20][CH3:21])=[N:3][CH:4]=[CH:5][CH:6]=2)=[O:9])=[C:16]([CH3:17])[CH:15]=[C:14]([Cl:18])[N:13]=1. Reactant: Cl[C:2]1[C:7]([C:8]([NH:10][C:11]2[C:12]([Cl:19])=[N:13][C:14]([Cl:18])=[CH:15][C:16]=2[CH3:17])=[O:9])=[CH:6][CH:5]=[CH:4][N:3]=1.[CH2:20]([NH2:22])[CH3:21]. (5) Reactant: Br[C:2]1[CH:3]=[C:4]2[C:14](=[CH:15][CH:16]=1)[O:13][C:7]1([CH2:12][CH2:11][CH2:10][O:9][CH2:8]1)[CH2:6][C:5]12[N:20]=[C:19]([NH2:21])[C:18]([CH3:22])=[N:17]1.[Cl:23][C:24]1[CH:25]=[C:26](B(O)O)[CH:27]=[CH:28][CH:29]=1.C([O-])([O-])=O.[K+].[K+]. Product: [Cl:23][C:24]1[CH:29]=[C:28]([C:2]2[CH:3]=[C:4]3[C:14](=[CH:15][CH:16]=2)[O:13][C:7]2([CH2:12][CH2:11][CH2:10][O:9][CH2:8]2)[CH2:6][C:5]23[N:20]=[C:19]([NH2:21])[C:18]([CH3:22])=[N:17]2)[CH:27]=[CH:26][CH:25]=1. The catalyst class is: 294. (6) Reactant: [CH3:1][O:2][C:3]1[CH:29]=[CH:28][C:6]([CH2:7][O:8][C:9]([CH3:27])([CH3:26])[CH2:10][O:11][C:12]2[N:13]=[CH:14][C:15]([NH:18]C(=O)OC(C)(C)C)=[N:16][CH:17]=2)=[CH:5][CH:4]=1.O.NN.[OH-].[K+].C(O)CO. Product: [CH3:1][O:2][C:3]1[CH:4]=[CH:5][C:6]([CH2:7][O:8][C:9]([CH3:27])([CH3:26])[CH2:10][O:11][C:12]2[N:13]=[CH:14][C:15]([NH2:18])=[N:16][CH:17]=2)=[CH:28][CH:29]=1. The catalyst class is: 6. (7) Reactant: [C:1]([C:9]1[S:13][C:12]([NH:14]C(=O)OC(C)(C)C)=[N:11][C:10]=1[C:22]1[O:23][CH:24]=[CH:25][CH:26]=1)(=[O:8])[C:2]1[CH:7]=[CH:6][CH:5]=[CH:4][CH:3]=1. Product: [C:2]1([C:1]([C:9]2[S:13][C:12]([NH2:14])=[N:11][C:10]=2[C:22]2[O:23][CH:24]=[CH:25][CH:26]=2)=[O:8])[CH:3]=[CH:4][CH:5]=[CH:6][CH:7]=1. The catalyst class is: 55. (8) Reactant: [Br:1]N1C(=O)CCC1=O.[NH:9]1[C:17]2[C:12](=[CH:13][CH:14]=[CH:15][CH:16]=2)[CH:11]=[C:10]1[C:18]([O:20][CH2:21][CH3:22])=[O:19]. Product: [CH2:21]([O:20][C:18]([C:10]1[NH:9][C:17]2[C:12]([C:11]=1[Br:1])=[CH:13][CH:14]=[CH:15][CH:16]=2)=[O:19])[CH3:22]. The catalyst class is: 3. (9) Reactant: C[O:2][C:3]1[CH:4]=[C:5]2[C:10](=[CH:11][CH:12]=1)[C:9](=[O:13])[NH:8][CH2:7][CH2:6]2.B(Br)(Br)Br. Product: [OH:2][C:3]1[CH:4]=[C:5]2[C:10](=[CH:11][CH:12]=1)[C:9](=[O:13])[NH:8][CH2:7][CH2:6]2. The catalyst class is: 4.